Dataset: Catalyst prediction with 721,799 reactions and 888 catalyst types from USPTO. Task: Predict which catalyst facilitates the given reaction. (1) Reactant: [NH2:1][C:2]1[CH:3]=[N:4][O:5][C:6]=1[CH3:7].N1C=CC=CC=1.Cl[C:15]([O:17][C:18]1[CH:23]=[CH:22][CH:21]=[CH:20][CH:19]=1)=[O:16]. Product: [CH3:7][C:6]1[O:5][N:4]=[CH:3][C:2]=1[NH:1][C:15](=[O:16])[O:17][C:18]1[CH:23]=[CH:22][CH:21]=[CH:20][CH:19]=1. The catalyst class is: 56. (2) Reactant: [F:1][C:2]1[CH:15]=[CH:14][C:13]([N+:16]([O-])=O)=[CH:12][C:3]=1[CH2:4][N:5]1[CH2:10][CH2:9][N:8]([CH3:11])[CH2:7][CH2:6]1.[NH4+].[Cl-]. Product: [F:1][C:2]1[CH:15]=[CH:14][C:13]([NH2:16])=[CH:12][C:3]=1[CH2:4][N:5]1[CH2:10][CH2:9][N:8]([CH3:11])[CH2:7][CH2:6]1. The catalyst class is: 447. (3) Reactant: [Cl:1][C:2]1[N:3]=[C:4]([N:14]2[CH2:19][CH2:18][O:17][CH2:16][CH2:15]2)[C:5]2[S:10][C:9]([CH2:11][NH:12][CH3:13])=[CH:8][C:6]=2[N:7]=1.[CH:20]([S:22]([CH3:25])(=[O:24])=[O:23])=[CH2:21]. Product: [Cl:1][C:2]1[N:3]=[C:4]([N:14]2[CH2:19][CH2:18][O:17][CH2:16][CH2:15]2)[C:5]2[S:10][C:9]([CH2:11][N:12]([CH2:21][CH2:20][S:22]([CH3:25])(=[O:24])=[O:23])[CH3:13])=[CH:8][C:6]=2[N:7]=1. The catalyst class is: 5. (4) Reactant: [OH:1][C:2]1[C:11]([OH:12])=[N:10][C:9]2[C:4](=[CH:5][C:6]([N+:19]([O-:21])=[O:20])=[C:7]([C:13]#[C:14][Si](C)(C)C)[CH:8]=2)[N:3]=1.C(=O)([O-])[O-].[K+].[K+]. Product: [C:13]([C:7]1[CH:8]=[C:9]2[C:4](=[CH:5][C:6]=1[N+:19]([O-:21])=[O:20])[N:3]=[C:2]([OH:1])[C:11]([OH:12])=[N:10]2)#[CH:14]. The catalyst class is: 5. (5) The catalyst class is: 4. Reactant: [O:1]([C:3]1[CH:8]=[CH:7][N+:6]([O-])=[CH:5][CH:4]=1)[CH3:2].C[Si]([C:14]#[N:15])(C)C.CN(C)C(Cl)=O.C(=O)([O-])[O-].[K+].[K+]. Product: [C:14]([C:7]1[CH:8]=[C:3]([O:1][CH3:2])[CH:4]=[CH:5][N:6]=1)#[N:15].